This data is from Forward reaction prediction with 1.9M reactions from USPTO patents (1976-2016). The task is: Predict the product of the given reaction. (1) Given the reactants Br[C:2]1[CH:12]=[CH:11][CH:10]=[C:9]([O:13][CH3:14])[C:3]=1[C:4]([O:6][CH2:7][CH3:8])=[O:5].[CH3:15][N:16]1[C:20](B2OC(C)(C)C(C)(C)O2)=[C:19]([CH3:30])[CH:18]=[N:17]1.C([O-])([O-])=O.[Na+].[Na+], predict the reaction product. The product is: [CH3:15][N:16]1[C:20]([C:2]2[CH:12]=[CH:11][CH:10]=[C:9]([O:13][CH3:14])[C:3]=2[C:4]([O:6][CH2:7][CH3:8])=[O:5])=[C:19]([CH3:30])[CH:18]=[N:17]1. (2) Given the reactants [CH2:1]([O:3][C:4]([C:6]1[N:7]=[C:8](Br)[S:9][CH:10]=1)=[O:5])[CH3:2].[CH3:12][O:13][C:14]1[CH:19]=[CH:18][C:17](B(O)O)=[CH:16][CH:15]=1.COC1C=CC=C(OC)C=1C1C=CC=CC=1P(C1CCCCC1)C1CCCCC1.O.[O-]P([O-])([O-])=O.[K+].[K+].[K+], predict the reaction product. The product is: [CH2:1]([O:3][C:4]([C:6]1[N:7]=[C:8]([C:17]2[CH:18]=[CH:19][C:14]([O:13][CH3:12])=[CH:15][CH:16]=2)[S:9][CH:10]=1)=[O:5])[CH3:2]. (3) Given the reactants [Cl:1][C:2]1[C:10]([N+:11]([O-])=O)=[CH:9][CH:8]=[CH:7][C:3]=1[C:4]([OH:6])=[O:5].[N+]([C:17]1C=CC=C[C:18]=1C(O)=O)([O-])=O.[NH4+].[Cl-], predict the reaction product. The product is: [Cl:1][C:2]1[C:3]([C:4]([OH:6])=[O:5])=[CH:7][CH:8]=[C:9]2[C:10]=1[NH:11][CH:18]=[CH:17]2. (4) Given the reactants [F:1][C:2]1[CH:7]=[CH:6][C:5]([C:8](=[O:17])[CH2:9][C:10]2[CH:15]=[CH:14][N:13]=[C:12]([F:16])[CH:11]=2)=[CH:4][CH:3]=1.[N:18]([O-])=[O:19].[Na+], predict the reaction product. The product is: [F:1][C:2]1[CH:3]=[CH:4][C:5]([C:8](=[O:17])[C:9]([C:10]2[CH:15]=[CH:14][N:13]=[C:12]([F:16])[CH:11]=2)=[N:18][OH:19])=[CH:6][CH:7]=1.